Dataset: Forward reaction prediction with 1.9M reactions from USPTO patents (1976-2016). Task: Predict the product of the given reaction. (1) The product is: [F:68][C:65]([F:66])([F:67])[C:60]1[CH:61]=[CH:62][CH:63]=[CH:64][C:59]=1[NH:58][C:55]1[CH:56]=[CH:57][C:52]([CH2:51][NH:50][C:16]([C@:11]2([NH:10][C:8]([C:4]3[CH:3]=[N:25][CH:7]=[N:6][CH:5]=3)=[O:9])[CH2:15][CH2:14][O:13][CH2:12]2)=[O:18])=[CH:53][CH:54]=1. Given the reactants NC1[CH:3]=[C:4]([C:8]([NH:10][C@@:11]2([C:16]([OH:18])=O)[CH2:15][CH2:14][O:13][CH2:12]2)=[O:9])[CH:5]=[N:6][CH:7]=1.C(OC(C(C#N)=[N:25]OC(N(C)C)=[N+](C)C)=O)C.F[B-](F)(F)F.CCN(C(C)C)C(C)C.[NH2:50][CH2:51][C:52]1[CH:57]=[CH:56][C:55]([NH:58][C:59]2[CH:64]=[CH:63][CH:62]=[CH:61][C:60]=2[C:65]([F:68])([F:67])[F:66])=[CH:54][CH:53]=1, predict the reaction product. (2) Given the reactants Cl.Cl.Cl[C:4]1[C:14]2[CH2:13][CH2:12][NH:11][CH2:10][CH2:9][C:8]=2[N:7]=[CH:6][N:5]=1.Cl[CH2:16][C:17]([N:19]1[CH2:24][CH2:23][N:22]([CH:25]2[CH2:28][CH2:27][CH2:26]2)[CH2:21][CH2:20]1)=[O:18].[C:29]([O-])([O-])=[O:30].[K+].[K+].[Na+].[I-], predict the reaction product. The product is: [CH:25]1([N:22]2[CH2:23][CH2:24][N:19]([C:17](=[O:18])[CH2:16][N:11]3[CH2:12][CH2:13][C:14]4[C:4]([O:30][CH3:29])=[N:5][CH:6]=[N:7][C:8]=4[CH2:9][CH2:10]3)[CH2:20][CH2:21]2)[CH2:28][CH2:27][CH2:26]1. (3) Given the reactants [F:1][C:2]1[CH:7]=[CH:6][C:5]([C:8]2[O:9][C:10]3[CH:20]=[C:19]([CH2:21][S:22]([CH3:25])(=[O:24])=[O:23])[C:18]([C:26]4[CH:27]=[C:28]([CH:36]=[CH:37][CH:38]=4)[C:29]([O:31]C(C)(C)C)=[O:30])=[CH:17][C:11]=3[C:12]=2[C:13](=[O:16])[NH:14][CH3:15])=[CH:4][CH:3]=1.FC(F)(F)C(O)=O, predict the reaction product. The product is: [F:1][C:2]1[CH:7]=[CH:6][C:5]([C:8]2[O:9][C:10]3[CH:20]=[C:19]([CH2:21][S:22]([CH3:25])(=[O:23])=[O:24])[C:18]([C:26]4[CH:27]=[C:28]([CH:36]=[CH:37][CH:38]=4)[C:29]([OH:31])=[O:30])=[CH:17][C:11]=3[C:12]=2[C:13](=[O:16])[NH:14][CH3:15])=[CH:4][CH:3]=1. (4) Given the reactants Br[C:2]1[C:29]([Cl:30])=[CH:28][C:5]([O:6][C:7]2[C:12]([C:13]([N:15]3[C:24]4[C:19](=[CH:20][CH:21]=[CH:22][CH:23]=4)[N:18]([CH:25]4[CH2:27][CH2:26]4)[CH2:17][CH2:16]3)=[O:14])=[CH:11][CH:10]=[CH:9][N:8]=2)=[C:4]([Cl:31])[CH:3]=1.CO.[C:34]([O:37][CH2:38]C)(=[O:36])C, predict the reaction product. The product is: [CH3:38][O:37][C:34](=[O:36])[C:2]1[CH:3]=[C:4]([Cl:31])[C:5]([O:6][C:7]2[C:12]([C:13]([N:15]3[C:24]4[C:19](=[CH:20][CH:21]=[CH:22][CH:23]=4)[N:18]([CH:25]4[CH2:27][CH2:26]4)[CH2:17][CH2:16]3)=[O:14])=[CH:11][CH:10]=[CH:9][N:8]=2)=[CH:28][C:29]=1[Cl:30]. (5) Given the reactants [F:1][C:2]([F:16])([C:9]1[CH:14]=[CH:13][CH:12]=[C:11]([CH3:15])[N:10]=1)[CH2:3]OS(C)(=O)=O.[N-:17]=[N+:18]=[N-:19].[Na+], predict the reaction product. The product is: [N:17]([CH2:3][C:2]([C:9]1[CH:14]=[CH:13][CH:12]=[C:11]([CH3:15])[N:10]=1)([F:16])[F:1])=[N+:18]=[N-:19]. (6) Given the reactants [C:1]([C:5]1[CH:6]=[C:7]2[C:11](=[CH:12][CH:13]=1)[C:10](=[O:14])[N:9]([C:15]1[CH:20]=[CH:19][CH:18]=[C:17]([C:21]3[CH:26]=[C:25]([NH:27][C:28]4[CH:32]=[C:31]([CH3:33])N(C)[N:29]=4)[C:24](=[O:35])[N:23]([CH3:36])[CH:22]=3)[C:16]=1[CH2:37][OH:38])[CH2:8]2)([CH3:4])([CH3:3])[CH3:2].[C:39](OCC1C(B2OC(C)(C)C(C)(C)O2)=CC=CC=1N1CC2C(=CC=C(C(C)(C)C)C=2)C1=O)(=O)C.BrC1C=C(NC2C=CC=CN=2)C(=O)N(C)C=1, predict the reaction product. The product is: [C:1]([C:5]1[CH:6]=[C:7]2[C:11](=[CH:12][CH:13]=1)[C:10](=[O:14])[N:9]([C:15]1[CH:20]=[CH:19][CH:18]=[C:17]([C:21]3[CH:26]=[C:25]([NH:27][C:28]4[CH:32]=[CH:31][CH:33]=[CH:39][N:29]=4)[C:24](=[O:35])[N:23]([CH3:36])[CH:22]=3)[C:16]=1[CH2:37][OH:38])[CH2:8]2)([CH3:3])([CH3:4])[CH3:2]. (7) Given the reactants [C:1]([O:5][C:6]([C@H:8]1[CH2:10][C@@H:9]1[C@@:11]([CH3:27])([NH:20][S@@:21]([C:23]([CH3:26])([CH3:25])[CH3:24])=[O:22])[C:12]([C:15](OCC)=[O:16])([F:14])[F:13])=[O:7])([CH3:4])([CH3:3])[CH3:2].[BH4-].[Li+].C(O)(=O)C.O, predict the reaction product. The product is: [C:1]([O:5][C:6]([C@H:8]1[CH2:10][C@@H:9]1[C@@:11]([CH3:27])([NH:20][S@@:21]([C:23]([CH3:26])([CH3:25])[CH3:24])=[O:22])[C:12]([F:13])([F:14])[CH2:15][OH:16])=[O:7])([CH3:4])([CH3:2])[CH3:3].